Dataset: Catalyst prediction with 721,799 reactions and 888 catalyst types from USPTO. Task: Predict which catalyst facilitates the given reaction. Reactant: [CH3:1][O:2][C:3]1[CH:38]=[CH:37][C:6]([CH2:7][N:8]2[C:12]3=[N:13][CH:14]=[CH:15][C:16]([O:17][C:18]4[CH:23]=[CH:22][C:21]([O:24][C:25]5[CH:30]=[CH:29][CH:28]=[CH:27][CH:26]=5)=[CH:20][CH:19]=4)=[C:11]3[C:10]([NH:31][C@@H:32]3[CH2:36][CH2:35][NH:34][CH2:33]3)=[N:9]2)=[CH:5][CH:4]=1.CCN(C(C)C)C(C)C.[C:48](Cl)(=[O:50])[CH3:49]. Product: [CH3:1][O:2][C:3]1[CH:4]=[CH:5][C:6]([CH2:7][N:8]2[C:12]3=[N:13][CH:14]=[CH:15][C:16]([O:17][C:18]4[CH:19]=[CH:20][C:21]([O:24][C:25]5[CH:30]=[CH:29][CH:28]=[CH:27][CH:26]=5)=[CH:22][CH:23]=4)=[C:11]3[C:10]([NH:31][C@@H:32]3[CH2:36][CH2:35][N:34]([C:48](=[O:50])[CH3:49])[CH2:33]3)=[N:9]2)=[CH:37][CH:38]=1. The catalyst class is: 2.